From a dataset of Reaction yield outcomes from USPTO patents with 853,638 reactions. Predict the reaction yield, written as a fraction of the theoretical maximum amount of product (1.0 means a 100% yield; for example, 0.34 means a 34% yield). (1) The reactants are [Cl:1][C:2]1[CH:26]=[CH:25][C:5]2[NH:6][C:7]3[S:8][CH:9]=[CH:10][C:11]=3[C:12]([N:14]3[CH2:19][CH2:18][NH:17][C@@H:16]([CH2:20][CH2:21][CH2:22][O:23][CH3:24])[CH2:15]3)=[N:13][C:4]=2[CH:3]=1.C=O.[C:29](O[BH-](OC(=O)C)OC(=O)C)(=O)C.[Na+]. The catalyst is ClCCl. The product is [Cl:1][C:2]1[CH:26]=[CH:25][C:5]2[NH:6][C:7]3[S:8][CH:9]=[CH:10][C:11]=3[C:12]([N:14]3[CH2:19][CH2:18][N:17]([CH3:29])[C@@H:16]([CH2:20][CH2:21][CH2:22][O:23][CH3:24])[CH2:15]3)=[N:13][C:4]=2[CH:3]=1. The yield is 0.770. (2) The reactants are [Li].O=[C:3]([CH:9]([CH3:20])[C:10](=O)[C:11]1[CH:16]=[CH:15][C:14]([O:17][CH3:18])=[CH:13][CH:12]=1)[C:4]([O:6][CH2:7][CH3:8])=[O:5].Cl.[Cl:22][C:23]1[CH:28]=[C:27]([Cl:29])[CH:26]=[CH:25][C:24]=1[NH:30][NH2:31]. The catalyst is C(O)C. The product is [CH2:7]([O:6][C:4]([C:3]1[C:9]([CH3:20])=[C:10]([C:11]2[CH:16]=[CH:15][C:14]([O:17][CH3:18])=[CH:13][CH:12]=2)[N:30]([C:24]2[CH:25]=[CH:26][C:27]([Cl:29])=[CH:28][C:23]=2[Cl:22])[N:31]=1)=[O:5])[CH3:8]. The yield is 0.330.